Dataset: Reaction yield outcomes from USPTO patents with 853,638 reactions. Task: Predict the reaction yield, written as a fraction of the theoretical maximum amount of product (1.0 means a 100% yield; for example, 0.34 means a 34% yield). (1) The reactants are C(OC([N:6]1[C:34]2[C:29](=[CH:30][CH:31]=[C:32]([Cl:35])[CH:33]=2)[C:8]2([CH:13]([C:14]3[CH:19]=[CH:18][CH:17]=[C:16]([Cl:20])[CH:15]=3)[CH2:12][C:11](=[O:21])[NH:10][CH:9]2[C:22]2[CH:27]=[CH:26][CH:25]=[CH:24][C:23]=2[CH3:28])[C:7]1=[O:36])=O)C.[OH-].[Na+]. The catalyst is CO. The product is [Cl:35][C:32]1[CH:33]=[C:34]2[NH:6][C:7](=[O:36])[C:8]3([CH:13]([C:14]4[CH:19]=[CH:18][CH:17]=[C:16]([Cl:20])[CH:15]=4)[CH2:12][C:11](=[O:21])[NH:10][CH:9]3[C:22]3[CH:27]=[CH:26][CH:25]=[CH:24][C:23]=3[CH3:28])[C:29]2=[CH:30][CH:31]=1. The yield is 0.700. (2) The reactants are [CH3:1][S:2]([C:5]1[CH:10]=[CH:9][C:8]([C:11]2[CH:16]=[CH:15][C:14]([O:17][CH2:18][CH:19]3[CH2:24][CH2:23][N:22](C(OC(C)(C)C)=O)[CH2:21][CH2:20]3)=[CH:13][CH:12]=2)=[CH:7][CH:6]=1)(=[O:4])=[O:3].[ClH:32]. The catalyst is O1CCOCC1.CCOCC. The product is [ClH:32].[CH3:1][S:2]([C:5]1[CH:6]=[CH:7][C:8]([C:11]2[CH:16]=[CH:15][C:14]([O:17][CH2:18][CH:19]3[CH2:24][CH2:23][NH:22][CH2:21][CH2:20]3)=[CH:13][CH:12]=2)=[CH:9][CH:10]=1)(=[O:4])=[O:3]. The yield is 0.950. (3) The reactants are Br[C:2]1[N:3]([C:25]2[CH:26]=[N:27][N:28]([CH2:30][CH2:31][CH3:32])[CH:29]=2)[C:4]2[C:9]([C:10]=1[S:11][C:12]1[CH:13]=[C:14]([CH:20]=[CH:21][CH:22]=1)[C:15]([O:17][CH2:18][CH3:19])=[O:16])=[CH:8][CH:7]=[C:6]([Cl:23])[C:5]=2[F:24].CC([O-])=O.[K+].[CH:38]1(B(O)O)[CH2:40][CH2:39]1. The catalyst is COCCOC.CCOC(C)=O.C1C=CC(P(C2C=CC=CC=2)[C-]2C=CC=C2)=CC=1.C1C=CC(P(C2C=CC=CC=2)[C-]2C=CC=C2)=CC=1.Cl[Pd]Cl.[Fe+2]. The product is [Cl:23][C:6]1[C:5]([F:24])=[C:4]2[C:9]([C:10]([S:11][C:12]3[CH:13]=[C:14]([CH:20]=[CH:21][CH:22]=3)[C:15]([O:17][CH2:18][CH3:19])=[O:16])=[C:2]([CH:38]3[CH2:40][CH2:39]3)[N:3]2[C:25]2[CH:26]=[N:27][N:28]([CH2:30][CH2:31][CH3:32])[CH:29]=2)=[CH:8][CH:7]=1. The yield is 0.150. (4) The reactants are C([O:3][C:4]([C:6]1[CH:7]=[C:8]2[C:13](=[CH:14][CH:15]=1)[CH2:12][N:11]([CH:16]1[CH2:18][CH2:17]1)[CH2:10][C:9]2([CH3:20])[CH3:19])=O)C.[H-].C([Al+]CC(C)C)C(C)C. The catalyst is ClCCl. The product is [CH:16]1([N:11]2[CH2:10][C:9]([CH3:19])([CH3:20])[C:8]3[C:13](=[CH:14][CH:15]=[C:6]([CH2:4][OH:3])[CH:7]=3)[CH2:12]2)[CH2:18][CH2:17]1. The yield is 0.870. (5) The reactants are [CH2:1]([C:3]1[N:8]=[C:7]([C:9]([NH:11][NH:12][C:13]([NH:15][C:16]2[CH:17]=[C:18]3[C:22](=[CH:23][CH:24]=2)[N:21]([CH3:25])[CH:20]=[CH:19]3)=[S:14])=O)[C:6]([O:26][CH3:27])=[CH:5][C:4]=1[O:28][CH3:29])[CH3:2].[OH-].[Na+].Cl. No catalyst specified. The product is [CH2:1]([C:3]1[N:8]=[C:7]([C:9]2[N:15]([C:16]3[CH:17]=[C:18]4[C:22](=[CH:23][CH:24]=3)[N:21]([CH3:25])[CH:20]=[CH:19]4)[C:13]([SH:14])=[N:12][N:11]=2)[C:6]([O:26][CH3:27])=[CH:5][C:4]=1[O:28][CH3:29])[CH3:2]. The yield is 1.00. (6) The reactants are [Br:1][C:2]1[C:3](F)=[C:4]2[C:10]([NH:11][C:12](=[O:19])[C:13]3[CH:18]=[CH:17][CH:16]=[N:15][CH:14]=3)=[CH:9][NH:8][C:5]2=[N:6][CH:7]=1.[CH3:21][C:22]1([NH:28]C(=O)OC(C)(C)C)[CH2:27][CH2:26][CH2:25][NH:24][CH2:23]1.CCN(C(C)C)C(C)C.C(O)(C(F)(F)F)=O.C(Cl)[Cl:53]. The catalyst is CCCCO. The product is [ClH:53].[NH2:28][C:22]1([CH3:21])[CH2:27][CH2:26][CH2:25][N:24]([C:3]2[C:2]([Br:1])=[CH:7][N:6]=[C:5]3[NH:8][CH:9]=[C:10]([NH:11][C:12](=[O:19])[C:13]4[CH:18]=[CH:17][CH:16]=[N:15][CH:14]=4)[C:4]=23)[CH2:23]1. The yield is 0.0796.